This data is from Catalyst prediction with 721,799 reactions and 888 catalyst types from USPTO. The task is: Predict which catalyst facilitates the given reaction. (1) Reactant: F[P-](F)(F)(F)(F)F.N1(OC(N(C)C)=[N+](C)C)C2C=CC=CC=2N=N1.[CH3:25][O:26][C:27]1[CH:28]=[C:29]2[C:33](=[CH:34][C:35]=1[O:36][CH3:37])[N:32]([CH2:38][CH2:39][C:40]([OH:42])=O)[CH:31]=[C:30]2[C:43]1[NH:51][C:46]2=[N:47][CH:48]=[CH:49][CH:50]=[C:45]2[CH:44]=1.[NH:52]1[CH2:57][CH2:56][O:55][CH2:54][CH2:53]1.C(N(C(C)C)CC)(C)C. Product: [CH3:25][O:26][C:27]1[CH:28]=[C:29]2[C:33](=[CH:34][C:35]=1[O:36][CH3:37])[N:32]([CH2:38][CH2:39][C:40]([N:52]1[CH2:57][CH2:56][O:55][CH2:54][CH2:53]1)=[O:42])[CH:31]=[C:30]2[C:43]1[NH:51][C:46]2=[N:47][CH:48]=[CH:49][CH:50]=[C:45]2[CH:44]=1. The catalyst class is: 288. (2) Reactant: [OH:1][C:2]1[CH:3]=[C:4]([CH2:8][NH:9][C:10](=[O:18])[C:11]2[CH:16]=[CH:15][CH:14]=[N:13][C:12]=2[NH2:17])[CH:5]=[CH:6][CH:7]=1.[F:19][C:20]1[CH:25]=[CH:24][CH:23]=[CH:22][C:21]=1[CH2:26]Cl.C(=O)([O-])[O-].[Cs+].[Cs+].CN(C=O)C. Product: [F:19][C:20]1[CH:25]=[CH:24][CH:23]=[CH:22][C:21]=1[CH2:26][O:1][C:2]1[CH:3]=[C:4]([CH2:8][NH:9][C:10](=[O:18])[C:11]2[CH:16]=[CH:15][CH:14]=[N:13][C:12]=2[NH2:17])[CH:5]=[CH:6][CH:7]=1. The catalyst class is: 6. (3) The catalyst class is: 10. Product: [OH:10][C:6]1[C:7](=[O:9])[CH:8]=[C:3]([CH2:2][N:11]2[CH2:16][CH2:15][O:14][CH2:13][CH2:12]2)[O:4][CH:5]=1. Reactant: Br[CH2:2][C:3]1[O:4][CH:5]=[C:6]([OH:10])[C:7](=[O:9])[CH:8]=1.[NH:11]1[CH2:16][CH2:15][O:14][CH2:13][CH2:12]1. (4) Reactant: [Si:1]([O:8][C@H:9]1[CH2:18][C:17]([CH3:20])([CH3:19])[CH2:16][C:15]2[N:14]=[C:13]([CH:21]([O:23][CH3:24])[CH3:22])[C:12]([C:25](=[O:36])[C:26]3[CH:31]=[CH:30][C:29]([C:32]([F:35])([F:34])[F:33])=[CH:28][CH:27]=3)=[C:11]([CH:37]3[CH2:42][CH2:41][N:40]([C:43]([O:45][CH2:46][C:47]4[CH:52]=[CH:51][CH:50]=[CH:49][CH:48]=4)=[O:44])[CH2:39][CH2:38]3)[C:10]1=2)([C:4]([CH3:7])([CH3:6])[CH3:5])([CH3:3])[CH3:2].[BH4-].[Na+]. Product: [Si:1]([O:8][C@H:9]1[CH2:18][C:17]([CH3:20])([CH3:19])[CH2:16][C:15]2[N:14]=[C:13]([CH:21]([O:23][CH3:24])[CH3:22])[C:12]([CH:25]([OH:36])[C:26]3[CH:27]=[CH:28][C:29]([C:32]([F:35])([F:33])[F:34])=[CH:30][CH:31]=3)=[C:11]([CH:37]3[CH2:42][CH2:41][N:40]([C:43]([O:45][CH2:46][C:47]4[CH:48]=[CH:49][CH:50]=[CH:51][CH:52]=4)=[O:44])[CH2:39][CH2:38]3)[C:10]1=2)([C:4]([CH3:5])([CH3:6])[CH3:7])([CH3:2])[CH3:3]. The catalyst class is: 8. (5) Reactant: [I:1][C:2]1[CH:7]=[CH:6][C:5]([O:8][CH:9]2[CH2:14][CH2:13][N:12](C(OC(C)(C)C)=O)[CH2:11][CH2:10]2)=[CH:4][CH:3]=1. Product: [I:1][C:2]1[CH:7]=[CH:6][C:5]([O:8][CH:9]2[CH2:14][CH2:13][NH:12][CH2:11][CH2:10]2)=[CH:4][CH:3]=1. The catalyst class is: 55. (6) Reactant: Cl.[CH3:2][C@@H:3]1[C:12]2[CH2:11][O:10][B:9]3[O:13][C@H:14]([CH2:16][NH2:17])[CH:15]=[C:7]([C:8]=23)[CH:6]=[CH:5][O:4]1. Product: [CH3:2][C@@H:3]1[C:12]2[CH2:11][O:10][B:9]3[O:13][C@H:14]([CH2:16][NH2:17])[CH:15]=[C:7]([C:8]=23)[CH:6]=[CH:5][O:4]1. The catalyst class is: 389. (7) Reactant: I[C:2]1[C:3]([C:16]2[CH:21]=[CH:20][CH:19]=[C:18]([N+:22]([O-:24])=[O:23])[CH:17]=2)=[N:4][N:5]([CH2:7][C:8]2[CH:13]=[CH:12][C:11]([O:14][CH3:15])=[CH:10][CH:9]=2)[CH:6]=1.[CH3:25][C:26]1([CH3:33])[C:30]([CH3:32])([CH3:31])[O:29][BH:28][O:27]1.COC1C=CC=C(OC)C=1C1C=CC=CC=1P(C1CCCCC1)C1CCCCC1.C(N(CC)CC)C. Product: [CH3:15][O:14][C:11]1[CH:12]=[CH:13][C:8]([CH2:7][N:5]2[CH:6]=[C:2]([B:28]3[O:29][C:30]([CH3:32])([CH3:31])[C:26]([CH3:33])([CH3:25])[O:27]3)[C:3]([C:16]3[CH:21]=[CH:20][CH:19]=[C:18]([N+:22]([O-:24])=[O:23])[CH:17]=3)=[N:4]2)=[CH:9][CH:10]=1. The catalyst class is: 11. (8) Reactant: [NH:1]1[CH2:6][CH2:5][CH:4]([N:7]2[CH:30]=[C:29]3[C:9]([C:10](=[O:34])[NH:11][CH2:12][CH2:13][CH2:14][CH2:15][CH2:16][CH2:17][N:18]4[CH:33]=[C:21]([C:22]5[N:32]=[C:26]([C:27](=[O:31])[NH:28]3)[CH:25]=[CH:24][CH:23]=5)[CH:20]=[N:19]4)=[N:8]2)[CH2:3][CH2:2]1.C(N(C(C)C)C(C)C)C.[N:44]([CH:47]1[CH2:49][CH2:48]1)=[C:45]=[O:46]. The catalyst class is: 3. Product: [CH:47]1([NH:44][C:45]([N:1]2[CH2:6][CH2:5][CH:4]([N:7]3[CH:30]=[C:29]4[C:9]([C:10](=[O:34])[NH:11][CH2:12][CH2:13][CH2:14][CH2:15][CH2:16][CH2:17][N:18]5[CH:33]=[C:21]([C:22]6[N:32]=[C:26]([C:27](=[O:31])[NH:28]4)[CH:25]=[CH:24][CH:23]=6)[CH:20]=[N:19]5)=[N:8]3)[CH2:3][CH2:2]2)=[O:46])[CH2:49][CH2:48]1. (9) Reactant: C(OC([N:8]1[CH2:13][CH2:12][CH2:11][C@H:10]([C:14]2[O:18][N:17]=[C:16]([C:19]3[NH:20][CH:21]=[CH:22][CH:23]=3)[N:15]=2)[CH2:9]1)=O)(C)(C)C.[ClH:24]. Product: [ClH:24].[NH:20]1[CH:21]=[CH:22][CH:23]=[C:19]1[C:16]1[N:15]=[C:14]([C@H:10]2[CH2:11][CH2:12][CH2:13][NH:8][CH2:9]2)[O:18][N:17]=1. The catalyst class is: 12. (10) Reactant: N(C(OC(C)C)=O)=NC(OC(C)C)=O.[C:15]1(C)[CH:20]=[CH:19][CH:18]=[CH:17][CH:16]=1.[C:22]([NH:30][C:31]1[CH:40]=[C:39]([OH:41])[CH:38]=[CH:37][C:32]=1[C:33]([O:35][CH3:36])=[O:34])(=[O:29])[C:23]1[CH:28]=[CH:27][CH:26]=[CH:25][CH:24]=1.C1(O)CCCCC1.C1(P(C2C=CC=CC=2)C2C=CC=CC=2)C=CC=CC=1.Cl. Product: [C:22]([NH:30][C:31]1[CH:40]=[C:39]([O:41][CH:15]2[CH2:20][CH2:19][CH2:18][CH2:17][CH2:16]2)[CH:38]=[CH:37][C:32]=1[C:33]([O:35][CH3:36])=[O:34])(=[O:29])[C:23]1[CH:24]=[CH:25][CH:26]=[CH:27][CH:28]=1. The catalyst class is: 362.